From a dataset of Peptide-MHC class II binding affinity with 134,281 pairs from IEDB. Regression. Given a peptide amino acid sequence and an MHC pseudo amino acid sequence, predict their binding affinity value. This is MHC class II binding data. (1) The peptide sequence is MPPELNTARLMAGAG. The MHC is HLA-DPA10103-DPB10401 with pseudo-sequence HLA-DPA10103-DPB10401. The binding affinity (normalized) is 0.155. (2) The peptide sequence is KIPKKASEGAVDIIN. The MHC is HLA-DPA10201-DPB10101 with pseudo-sequence HLA-DPA10201-DPB10101. The binding affinity (normalized) is 0.369. (3) The peptide sequence is NGSMRVFVDVIRALD. The MHC is DRB1_1201 with pseudo-sequence DRB1_1201. The binding affinity (normalized) is 0.360. (4) The peptide sequence is EGKYFAATQFEPLAA. The MHC is HLA-DQA10401-DQB10402 with pseudo-sequence HLA-DQA10401-DQB10402. The binding affinity (normalized) is 0.551. (5) The peptide sequence is AIKFDFSTGLIIQGL. The MHC is DRB4_0101 with pseudo-sequence DRB4_0103. The binding affinity (normalized) is 0.873. (6) The peptide sequence is PVGFFTALAVLIECH. The MHC is HLA-DPA10201-DPB10101 with pseudo-sequence HLA-DPA10201-DPB10101. The binding affinity (normalized) is 0.497. (7) The peptide sequence is APEVKYTVFETALKKAITAM. The MHC is DRB1_0405 with pseudo-sequence DRB1_0405. The binding affinity (normalized) is 0.633. (8) The peptide sequence is VLRTKLMTSRRVLER. The MHC is DRB4_0101 with pseudo-sequence DRB4_0103. The binding affinity (normalized) is 0.326. (9) The peptide sequence is MGAVLIWVGINTRNM. The MHC is DRB1_0802 with pseudo-sequence DRB1_0802. The binding affinity (normalized) is 0.227. (10) The peptide sequence is YQPAAMRRLSLILLA. The MHC is HLA-DPA10301-DPB10402 with pseudo-sequence HLA-DPA10301-DPB10402. The binding affinity (normalized) is 0.461.